Task: Predict the product of the given reaction.. Dataset: Forward reaction prediction with 1.9M reactions from USPTO patents (1976-2016) (1) Given the reactants [Cl:1][C:2]1[C:29]([CH3:30])=[CH:28][C:5]([O:6][CH2:7][CH2:8][CH2:9][C:10]2[C:18]3[C:13](=[C:14](B4OC(C)(C)C(C)(C)O4)[CH:15]=[CH:16][CH:17]=3)[NH:12][CH:11]=2)=[CH:4][C:3]=1[CH3:31].Br[C:33]1[C:34]([CH2:40][OH:41])=[N:35][N:36]([CH3:39])[C:37]=1[CH3:38].[F-].[Cs+], predict the reaction product. The product is: [Cl:1][C:2]1[C:29]([CH3:30])=[CH:28][C:5]([O:6][CH2:7][CH2:8][CH2:9][C:10]2[C:18]3[C:13](=[C:14]([C:33]4[C:34]([CH2:40][OH:41])=[N:35][N:36]([CH3:39])[C:37]=4[CH3:38])[CH:15]=[CH:16][CH:17]=3)[NH:12][CH:11]=2)=[CH:4][C:3]=1[CH3:31]. (2) Given the reactants [C:1]([O:5][C:6](=[O:37])[NH:7][C:8]1[N:13]=[CH:12][C:11]([C:14]2[N:15]=[C:16]([N:31]3[CH2:36][CH2:35][O:34][CH2:33][CH2:32]3)[C:17]3[N:23]=[CH:22][C:21]([C:24]4[CH:29]=[CH:28][CH:27]=[C:26]([NH2:30])[CH:25]=4)=[CH:20][C:18]=3[N:19]=2)=[CH:10][N:9]=1)([CH3:4])([CH3:3])[CH3:2].[Cl:38][CH2:39][C:40](Cl)=[O:41].C(N(CC)CC)C, predict the reaction product. The product is: [C:1]([O:5][C:6](=[O:37])[NH:7][C:8]1[N:9]=[CH:10][C:11]([C:14]2[N:15]=[C:16]([N:31]3[CH2:32][CH2:33][O:34][CH2:35][CH2:36]3)[C:17]3[N:23]=[CH:22][C:21]([C:24]4[CH:29]=[CH:28][CH:27]=[C:26]([NH:30][C:40](=[O:41])[CH2:39][Cl:38])[CH:25]=4)=[CH:20][C:18]=3[N:19]=2)=[CH:12][N:13]=1)([CH3:4])([CH3:2])[CH3:3]. (3) Given the reactants [CH:1]([C:4]1[CH:9]=[CH:8][CH:7]=[CH:6][C:5]=1[O:10][CH3:11])([CH3:3])[CH3:2].O=P(Cl)(Cl)Cl.CN([CH:20]=[O:21])C, predict the reaction product. The product is: [CH:20]([C:8]1[CH:7]=[CH:6][C:5]([O:10][CH3:11])=[C:4]([CH:1]([CH3:3])[CH3:2])[CH:9]=1)=[O:21]. (4) Given the reactants Cl[C:2]1[CH:10]=[CH:9][C:8]2[N:7]([CH:11]=[C:12]([C:14]3[CH:19]=[CH:18][N:17]=[CH:16][CH:15]=3)[CH3:13])[C:6]3[CH2:20][CH2:21][N:22]([CH3:24])[CH2:23][C:5]=3[C:4]=2[CH:3]=1.CC(C)([O-])C.[Na+].[CH2:31]([NH2:35])[CH2:32][CH2:33][CH3:34], predict the reaction product. The product is: [CH2:31]([NH:35][C:2]1[CH:10]=[CH:9][C:8]2[N:7](/[CH:11]=[C:12](/[C:14]3[CH:19]=[CH:18][N:17]=[CH:16][CH:15]=3)\[CH3:13])[C:6]3[CH2:20][CH2:21][N:22]([CH3:24])[CH2:23][C:5]=3[C:4]=2[CH:3]=1)[CH2:32][CH2:33][CH3:34]. (5) Given the reactants [F:1][C@H:2]1[CH2:6][N:5]([S:7]([C:10]2[CH:15]=[CH:14][C:13]([F:16])=[CH:12][CH:11]=2)(=[O:9])=[O:8])[C@H:4]([C:17]([NH:19][CH2:20][C:21]2[CH:26]=[C:25](B3OC(C)(C)C(C)(C)O3)[CH:24]=[CH:23][C:22]=2[F:36])=[O:18])[CH2:3]1.Cl[C:38]1[CH:43]=[CH:42][C:41]([C:44]([F:47])([F:46])[F:45])=[CH:40][N:39]=1.C(=O)([O-])[O-].[Cs+].[Cs+].O, predict the reaction product. The product is: [F:1][C@H:2]1[CH2:6][N:5]([S:7]([C:10]2[CH:15]=[CH:14][C:13]([F:16])=[CH:12][CH:11]=2)(=[O:8])=[O:9])[C@H:4]([C:17]([NH:19][CH2:20][C:21]2[CH:26]=[C:25]([C:38]3[CH:43]=[CH:42][C:41]([C:44]([F:47])([F:46])[F:45])=[CH:40][N:39]=3)[CH:24]=[CH:23][C:22]=2[F:36])=[O:18])[CH2:3]1. (6) Given the reactants [C:1]([O:5][C:6]([N:8]1[CH2:13][C:12](=[O:14])[N:11]([C:15]2[CH:20]=[CH:19][C:18]([OH:21])=[CH:17][CH:16]=2)[C@@H:10]([CH2:22][O:23][C:24]2[CH:33]=[CH:32][C:31]3[C:26](=[CH:27][CH:28]=[CH:29][CH:30]=3)[CH:25]=2)[CH2:9]1)=[O:7])([CH3:4])([CH3:3])[CH3:2].C(=O)([O-])[O-].[K+].[K+].Br[CH2:41][CH2:42][CH2:43][OH:44], predict the reaction product. The product is: [C:1]([O:5][C:6]([N:8]1[CH2:13][C:12](=[O:14])[N:11]([C:15]2[CH:16]=[CH:17][C:18]([O:21][CH2:41][CH2:42][CH2:43][OH:44])=[CH:19][CH:20]=2)[C@@H:10]([CH2:22][O:23][C:24]2[CH:33]=[CH:32][C:31]3[C:26](=[CH:27][CH:28]=[CH:29][CH:30]=3)[CH:25]=2)[CH2:9]1)=[O:7])([CH3:4])([CH3:2])[CH3:3].